From a dataset of Catalyst prediction with 721,799 reactions and 888 catalyst types from USPTO. Predict which catalyst facilitates the given reaction. (1) Reactant: C([O:4][CH:5](OC(=O)C)[C:6]1[CH:11]=[CH:10][C:9]([S:12]([N:15]2[CH2:20][CH2:19][O:18][CH2:17][CH2:16]2)(=[O:14])=[O:13])=[CH:8][CH:7]=1)(=O)C.C(=O)([O-])[O-].[Na+].[Na+]. Product: [N:15]1([S:12]([C:9]2[CH:8]=[CH:7][C:6]([CH:5]=[O:4])=[CH:11][CH:10]=2)(=[O:14])=[O:13])[CH2:16][CH2:17][O:18][CH2:19][CH2:20]1. The catalyst class is: 6. (2) The catalyst class is: 7. Reactant: [OH:1][CH2:2][CH2:3][C:4]1([NH:7][C:8](=[O:14])[O:9][C:10]([CH3:13])([CH3:12])[CH3:11])[CH2:6][CH2:5]1.C(N(CC)CC)C.[S:22](Cl)([CH3:25])(=[O:24])=[O:23]. Product: [CH3:25][S:22]([O:1][CH2:2][CH2:3][C:4]1([NH:7][C:8]([O:9][C:10]([CH3:11])([CH3:13])[CH3:12])=[O:14])[CH2:5][CH2:6]1)(=[O:24])=[O:23]. (3) Reactant: Cl.CN(C)CCCN=C=NCC.OC1C=CC=C[N+]=1[O-].[CH3:21][O:22][C:23]1[CH:24]=[C:25]2[C:30](=[CH:31][C:32]=1[O:33][CH3:34])[N:29]=[CH:28][N:27]=[C:26]2[O:35][C:36]1[CH:41]=[CH:40][C:39]([CH2:42][C:43]([OH:45])=O)=[CH:38][CH:37]=1.[NH2:46][C:47]1[CH:52]=[CH:51][C:50]([N:53]([CH3:55])[CH3:54])=[CH:49][N:48]=1.C(N(C(C)C)CC)(C)C.CO[C@@H]1[C@@H](C(OC)=O)[C@@H]2[C@@H](CN3[C@H](C2)C2NC4C=C(OC)C=CC=4C=2CC3)C[C@H]1OC(C1C=C(OC)C(OC)=C(OC)C=1)=O. Product: [CH3:54][N:53]([CH3:55])[C:50]1[CH:51]=[CH:52][C:47]([NH:46][C:43](=[O:45])[CH2:42][C:39]2[CH:38]=[CH:37][C:36]([O:35][C:26]3[C:25]4[C:30](=[CH:31][C:32]([O:33][CH3:34])=[C:23]([O:22][CH3:21])[CH:24]=4)[N:29]=[CH:28][N:27]=3)=[CH:41][CH:40]=2)=[N:48][CH:49]=1. The catalyst class is: 3. (4) Reactant: [OH:1][C:2]1[CH:10]=[CH:9][C:5]([C:6]([OH:8])=[O:7])=[C:4]([CH3:11])[CH:3]=1.[OH-].[Na+].[I-:14].[Na+].Cl[O-].[Na+].ClCl.S([O-])([O-])(=O)=S.[Na+].[Na+].Cl. Product: [OH:1][C:2]1[C:10]([I:14])=[CH:9][C:5]([C:6]([OH:8])=[O:7])=[C:4]([CH3:11])[CH:3]=1. The catalyst class is: 5. (5) Reactant: [C:1]([NH:5][C:6]1[N:14]=[C:13]([Cl:15])[N:12]=[C:11]2[C:7]=1[N:8]=[CH:9][N:10]2[CH:16]1[CH2:21][CH2:20][CH2:19][CH2:18][O:17]1)([CH3:4])([CH3:3])[CH3:2].[Li+].CC([N-]C(C)C)C.N#C[Br:32]. Product: [Br:32][C:9]1[N:10]([CH:16]2[CH2:21][CH2:20][CH2:19][CH2:18][O:17]2)[C:11]2[C:7]([N:8]=1)=[C:6]([NH:5][C:1]([CH3:4])([CH3:2])[CH3:3])[N:14]=[C:13]([Cl:15])[N:12]=2. The catalyst class is: 1. (6) Reactant: [NH2:1][C:2]1[N:6]([C:7]([CH3:10])([CH3:9])[CH3:8])[N:5]=[C:4]([CH3:11])[C:3]=1[C:12]#[N:13].[OH-:14].[Na+].OO. Product: [NH2:1][C:2]1[N:6]([C:7]([CH3:8])([CH3:9])[CH3:10])[N:5]=[C:4]([CH3:11])[C:3]=1[C:12]([NH2:13])=[O:14]. The catalyst class is: 593. (7) Reactant: [CH3:1][C:2]1[CH:3]=[N:4][C:5]([CH2:11][S+:12]([O-:24])[C:13]2[NH:14][C:15]3[CH:16]=[CH:17][C:18]([O:22][CH3:23])=[CH:19][C:20]=3[N:21]=2)=[C:6]([CH3:10])[C:7]=1[O:8][CH3:9].[OH-].[Na+:26].O. Product: [CH3:1][C:2]1[CH:3]=[N:4][C:5]([CH2:11][S+:12]([O-:24])[C:13]2[N-:14][C:15]3[CH:16]=[CH:17][C:18]([O:22][CH3:23])=[CH:19][C:20]=3[N:21]=2)=[C:6]([CH3:10])[C:7]=1[O:8][CH3:9].[Na+:26]. The catalyst class is: 10. (8) Reactant: [Cl:1][C:2]1[CH:7]=[CH:6][C:5]([S:8](Cl)(=[O:10])=[O:9])=[CH:4][CH:3]=1.[NH2:12][C:13]1[CH:22]=[C:21]2[C:16]([C:17]([C:24]([F:27])([F:26])[F:25])=[CH:18][C:19](=[O:23])[O:20]2)=[CH:15][CH:14]=1.Cl. Product: [F:27][C:24]([F:25])([F:26])[C:17]1[C:16]2[C:21](=[CH:22][C:13]([NH:12][S:8]([C:5]3[CH:6]=[CH:7][C:2]([Cl:1])=[CH:3][CH:4]=3)(=[O:10])=[O:9])=[CH:14][CH:15]=2)[O:20][C:19](=[O:23])[CH:18]=1. The catalyst class is: 341. (9) The catalyst class is: 4. Product: [OH:2][C:3]1[CH:4]=[C:5]2[C:10](=[CH:11][CH:12]=1)[C:9]([C:13]([C:15]1[CH:20]=[CH:19][C:18]([O:21][CH2:22][CH2:23][N:24]3[CH2:25][CH2:26][CH2:27][CH2:28][CH2:29]3)=[CH:17][CH:16]=1)=[O:14])=[C:8]([C:30]1[C:35]([F:36])=[CH:34][C:33]([F:37])=[CH:32][C:31]=1[F:38])[CH:7]=[CH:6]2. Reactant: C[O:2][C:3]1[CH:4]=[C:5]2[C:10](=[CH:11][CH:12]=1)[C:9]([C:13]([C:15]1[CH:20]=[CH:19][C:18]([O:21][CH2:22][CH2:23][N:24]3[CH2:29][CH2:28][CH2:27][CH2:26][CH2:25]3)=[CH:17][CH:16]=1)=[O:14])=[C:8]([C:30]1[C:35]([F:36])=[CH:34][C:33]([F:37])=[CH:32][C:31]=1[F:38])[CH:7]=[CH:6]2.Cl.C(=O)(O)[O-].[Na+].CO. (10) Reactant: [CH3:1][C:2]1[CH:11]=[CH:10][C:5]([C:6]([O:8][CH3:9])=[O:7])=[CH:4][C:3]=1[C:12]1[CH:13]=[C:14]2[C:19](=[CH:20][CH:21]=1)[C:18]([C:22](=[CH2:27])[C:23]([F:26])([F:25])[F:24])=[N:17][N:16]=[CH:15]2. Product: [CH3:1][C:2]1[CH:11]=[CH:10][C:5]([C:6]([O:8][CH3:9])=[O:7])=[CH:4][C:3]=1[C:12]1[CH:13]=[C:14]2[C:19](=[CH:20][CH:21]=1)[C:18]([CH:22]([CH3:27])[C:23]([F:26])([F:24])[F:25])=[N:17][N:16]=[CH:15]2. The catalyst class is: 19.